Dataset: Full USPTO retrosynthesis dataset with 1.9M reactions from patents (1976-2016). Task: Predict the reactants needed to synthesize the given product. (1) Given the product [CH2:1]([O:3][C:4](=[O:16])[CH2:5][N:6]1[C:14]2[CH2:13][CH2:12][CH2:11][C:10](=[N:19][OH:18])[C:9]=2[CH:8]=[N:7]1)[CH3:2], predict the reactants needed to synthesize it. The reactants are: [CH2:1]([O:3][C:4](=[O:16])[CH2:5][N:6]1[C:14]2[CH2:13][CH2:12][CH2:11][C:10](=O)[C:9]=2[CH:8]=[N:7]1)[CH3:2].[Cl-].[OH:18][NH3+:19].N.[Cl-].[NH4+]. (2) Given the product [O:19]([CH2:20][C:21]1([C@H:24]2[CH2:28][C:27](=[O:29])[N:26]([C@H:30]([C:32]3[CH:33]=[CH:34][CH:35]=[CH:36][CH:37]=3)[CH3:31])[CH2:25]2)[CH2:22][CH2:23]1)[Si:1]([C:14]([CH3:17])([CH3:16])[CH3:15])([C:8]1[CH:13]=[CH:12][CH:11]=[CH:10][CH:9]=1)[C:2]1[CH:7]=[CH:6][CH:5]=[CH:4][CH:3]=1, predict the reactants needed to synthesize it. The reactants are: [Si:1](Cl)([C:14]([CH3:17])([CH3:16])[CH3:15])([C:8]1[CH:13]=[CH:12][CH:11]=[CH:10][CH:9]=1)[C:2]1[CH:7]=[CH:6][CH:5]=[CH:4][CH:3]=1.[OH:19][CH2:20][C:21]1([C@H:24]2[CH2:28][C:27](=[O:29])[N:26]([C@H:30]([C:32]3[CH:37]=[CH:36][CH:35]=[CH:34][CH:33]=3)[CH3:31])[CH2:25]2)[CH2:23][CH2:22]1.N1C=CN=C1. (3) Given the product [CH3:15][C:14]1[N:13]=[C:12]([N:16]2[C:20](=[O:21])[NH:19][C:18]([C:22]3([C:26]([F:29])([F:28])[F:27])[CH2:25][CH2:24][CH2:23]3)=[N:17]2)[CH:11]=[CH:10][C:9]=1[O:8][C:6]1[CH:5]=[CH:4][N:3]=[C:2]([C:34]2[CH:33]=[N:32][N:31]([CH3:30])[CH:35]=2)[CH:7]=1, predict the reactants needed to synthesize it. The reactants are: Cl[C:2]1[CH:7]=[C:6]([O:8][C:9]2[CH:10]=[CH:11][C:12]([N:16]3[C:20](=[O:21])[NH:19][C:18]([C:22]4([C:26]([F:29])([F:28])[F:27])[CH2:25][CH2:24][CH2:23]4)=[N:17]3)=[N:13][C:14]=2[CH3:15])[CH:5]=[CH:4][N:3]=1.[CH3:30][N:31]1[CH:35]=[C:34](B2OC(C)(C)C(C)(C)O2)[CH:33]=[N:32]1.C([O-])([O-])=O.[Cs+].[Cs+].